From a dataset of Reaction yield outcomes from USPTO patents with 853,638 reactions. Predict the reaction yield, written as a fraction of the theoretical maximum amount of product (1.0 means a 100% yield; for example, 0.34 means a 34% yield). (1) The reactants are Br[C:2]1[CH:3]=[C:4]([O:24][CH3:25])[CH:5]=[C:6]2[C:11]=1[N:10]=[C:9]([C:12]([OH:14])=O)[CH:8]=[C:7]2[O:15][CH2:16][O:17][CH2:18][CH2:19][Si:20]([CH3:23])([CH3:22])[CH3:21].[N:26]1([C:32]2[CH:37]=[CH:36][C:35]([NH-:38])=[CH:34][CH:33]=2)[CH2:31][CH2:30][O:29][CH2:28][CH2:27]1.[CH3:39][N:40]1[CH2:46][CH2:45][CH2:44][NH:43][CH2:42][CH2:41]1.C1C=CC(P(C2C(C3C(P(C4C=CC=CC=4)C4C=CC=CC=4)=CC=C4C=3C=CC=C4)=C3C(C=CC=C3)=CC=2)C2C=CC=CC=2)=CC=1.C(=O)([O-])[O-].[Cs+].[Cs+]. The catalyst is C1(C)C=CC=CC=1. The product is [N:26]1([C:32]2[CH:33]=[CH:34][C:35]([NH:38][C:12]([C:9]3[CH:8]=[C:7]([O:15][CH2:16][O:17][CH2:18][CH2:19][Si:20]([CH3:23])([CH3:22])[CH3:21])[C:6]4[C:11](=[C:2]([N:43]5[CH2:44][CH2:45][CH2:46][N:40]([CH3:39])[CH2:41][CH2:42]5)[CH:3]=[C:4]([O:24][CH3:25])[CH:5]=4)[N:10]=3)=[O:14])=[CH:36][CH:37]=2)[CH2:27][CH2:28][O:29][CH2:30][CH2:31]1. The yield is 0.810. (2) The reactants are [CH2:1]([N:8]1[C:13](=[O:14])[CH2:12][NH:11][C:10]2[N:15]=[CH:16][C:17]([C:19]3[CH:27]=[CH:26][C:22]([C:23](O)=[O:24])=[CH:21][CH:20]=3)=[CH:18][C:9]1=2)[C:2]1[CH:7]=[CH:6][CH:5]=[CH:4][CH:3]=1.[CH2:28]([NH2:30])[CH3:29]. No catalyst specified. The product is [CH2:1]([N:8]1[C:13](=[O:14])[CH2:12][NH:11][C:10]2[N:15]=[CH:16][C:17]([C:19]3[CH:27]=[CH:26][C:22]([C:23]([NH:30][CH2:28][CH3:29])=[O:24])=[CH:21][CH:20]=3)=[CH:18][C:9]1=2)[C:2]1[CH:7]=[CH:6][CH:5]=[CH:4][CH:3]=1. The yield is 0.150. (3) The reactants are [N+:1](=[C:3]([C:9](=O)[C:10]1[CH:15]=[CH:14][CH:13]=[CH:12][CH:11]=1)[C:4]([O:6][CH2:7][CH3:8])=[O:5])=[N-].[NH:17]([CH:21]1[CH2:26][CH2:25][CH2:24][N:23]([C:27]([O:29][CH2:30][C:31]2[CH:36]=[CH:35][CH:34]=[CH:33][CH:32]=2)=[O:28])[CH2:22]1)[C:18](N)=[O:19].ClC(Cl)C.C(O)(C(F)(F)F)=O. The catalyst is C1(C)C=CC=CC=1.CCCCCCCC(O)=O.CCCCCCCC(O)=O.CCCCCCCC(O)=O.CCCCCCCC(O)=O.[Rh].[Rh]. The product is [CH2:7]([O:6][C:4]([C:3]1[NH:1][C:18](=[O:19])[N:17]([CH:21]2[CH2:26][CH2:25][CH2:24][N:23]([C:27]([O:29][CH2:30][C:31]3[CH:32]=[CH:33][CH:34]=[CH:35][CH:36]=3)=[O:28])[CH2:22]2)[C:9]=1[C:10]1[CH:15]=[CH:14][CH:13]=[CH:12][CH:11]=1)=[O:5])[CH3:8]. The yield is 0.420. (4) The reactants are O=P12OP3(OP(OP(O3)(O1)=O)(=O)O2)=O.[OH:15][CH:16]([C:33]1[CH:38]=[CH:37][CH:36]=[CH:35][C:34]=1[O:39][CH3:40])[CH2:17][O:18][C:19]1[CH:32]=[CH:31][C:22]([CH2:23][CH:24]2[S:28][C:27](=[O:29])[NH:26][C:25]2=[O:30])=[CH:21][CH:20]=1.CS(C)=O.C([O-])(O)=O.[Na+]. The catalyst is C(Cl)Cl. The product is [CH3:40][O:39][C:34]1[CH:35]=[CH:36][CH:37]=[CH:38][C:33]=1[C:16](=[O:15])[CH2:17][O:18][C:19]1[CH:32]=[CH:31][C:22]([CH2:23][CH:24]2[S:28][C:27](=[O:29])[NH:26][C:25]2=[O:30])=[CH:21][CH:20]=1. The yield is 0.880. (5) The reactants are [NH2:1][C:2]1[CH:3]=[C:4]([NH:8][C:9](=[O:18])[O:10][CH2:11][C:12]2[CH:17]=[CH:16][CH:15]=[CH:14][CH:13]=2)[CH:5]=[CH:6][CH:7]=1. The catalyst is C(O)C. The product is [CH:11]([C:12]1[CH:13]=[N:1][C:2]2[C:7]([CH:17]=1)=[CH:6][CH:5]=[C:4]([NH:8][C:9](=[O:18])[O:10][CH2:11][C:12]1[CH:13]=[CH:14][CH:15]=[CH:16][CH:17]=1)[CH:3]=2)=[O:10]. The yield is 0.990. (6) The reactants are N([O-])=O.[Na+].[NH2:5][C:6]1[C:7]([CH3:16])=[C:8]([CH:13]=[CH:14][CH:15]=1)[C:9]([O:11][CH3:12])=[O:10].F[B-](F)(F)F.[NH4+:22].Cl.C([O-])(=O)C.[K+]. The catalyst is O.C(Cl)(Cl)Cl.C1OCCOCCOCCOCCOCCOC1. The product is [NH:5]1[C:6]2[CH:15]=[CH:14][CH:13]=[C:8]([C:9]([O:11][CH3:12])=[O:10])[C:7]=2[CH:16]=[N:22]1. The yield is 0.420. (7) The reactants are [Cl:1][C:2]1[N:10]=[CH:9][CH:8]=[CH:7][C:3]=1[C:4]([OH:6])=[O:5].[Si](C=[N+]=[N-])(C)(C)[CH3:12]. The catalyst is CO.C1(C)C=CC=CC=1. The product is [CH3:12][O:5][C:4](=[O:6])[C:3]1[CH:7]=[CH:8][CH:9]=[N:10][C:2]=1[Cl:1]. The yield is 0.854. (8) The reactants are [CH3:1][O:2][C:3]1[CH:8]=[CH:7][CH:6]=[C:5]([NH2:9])[CH:4]=1.Cl[CH2:11][CH2:12][O:13][CH2:14][CH2:15]Cl.C(N(C(C)C)CC)(C)C. The catalyst is C1(C)C=CC=CC=1. The product is [CH3:1][O:2][C:3]1[CH:4]=[C:5]([N:9]2[CH2:15][CH2:14][O:13][CH2:12][CH2:11]2)[CH:6]=[CH:7][CH:8]=1. The yield is 0.770. (9) The reactants are Br[CH2:2][C:3]([C:5]1[C:10]([CH:11]([CH3:13])[CH3:12])=[CH:9][C:8]([CH:14]([CH3:16])[CH3:15])=[CH:7][C:6]=1[CH:17]([CH3:19])[CH3:18])=O.[NH2:20][C:21]([NH2:23])=[S:22]. The catalyst is CCO. The product is [CH:17]([C:6]1[CH:7]=[C:8]([CH:14]([CH3:16])[CH3:15])[CH:9]=[C:10]([CH:11]([CH3:13])[CH3:12])[C:5]=1[C:3]1[N:20]=[C:21]([NH2:23])[S:22][CH:2]=1)([CH3:19])[CH3:18]. The yield is 0.250. (10) The reactants are [N+:1]([C:4]1[CH:19]=[C:7]2[CH2:8][N:9]([C:12]([O:14][C:15]([CH3:18])([CH3:17])[CH3:16])=[O:13])[CH2:10][CH2:11][N:6]2[N:5]=1)([O-])=O. The catalyst is [Pd].CO. The product is [NH2:1][C:4]1[CH:19]=[C:7]2[CH2:8][N:9]([C:12]([O:14][C:15]([CH3:17])([CH3:16])[CH3:18])=[O:13])[CH2:10][CH2:11][N:6]2[N:5]=1. The yield is 0.790.